This data is from HIV replication inhibition screening data with 41,000+ compounds from the AIDS Antiviral Screen. The task is: Binary Classification. Given a drug SMILES string, predict its activity (active/inactive) in a high-throughput screening assay against a specified biological target. (1) The drug is CC(C)(C)C1CNP(=O)(c2ccccc2)OC1.CC(C)(C)C1CNP(=O)(c2ccccc2)OC1. The result is 0 (inactive). (2) The result is 0 (inactive). The drug is Cc1nnc2n1N=C(c1ccc(O)c(O)c1O)CS2.